Dataset: Reaction yield outcomes from USPTO patents with 853,638 reactions. Task: Predict the reaction yield, written as a fraction of the theoretical maximum amount of product (1.0 means a 100% yield; for example, 0.34 means a 34% yield). (1) The reactants are [Br:1][C:2]1[CH:7]=[CH:6][C:5]([CH2:8][C:9](=O)[CH3:10])=[CH:4][CH:3]=1.[C:12]([CH2:14][C:15]([O:17][CH2:18][CH3:19])=[O:16])#[N:13].C([O-])(=O)C.[NH4+].C(O)(=O)C. The catalyst is C1(C)C=CC=CC=1. The product is [Br:1][C:2]1[CH:7]=[CH:6][C:5]([CH2:8]/[C:9](/[CH3:10])=[C:14](\[C:12]#[N:13])/[C:15]([O:17][CH2:18][CH3:19])=[O:16])=[CH:4][CH:3]=1. The yield is 1.05. (2) The reactants are [SH:1][C:2]1[S:3][C:4]2[CH:10]=[C:9]([C:11]#[N:12])[CH:8]=[CH:7][C:5]=2[N:6]=1.[Cl:13][C:14]1[CH:19]=[C:18]([N+:20]([O-:22])=[O:21])[CH:17]=[CH:16][C:15]=1F.[H-].[Na+]. The catalyst is CN(C=O)C. The product is [Cl:13][C:14]1[CH:19]=[C:18]([N+:20]([O-:22])=[O:21])[CH:17]=[CH:16][C:15]=1[S:1][C:2]1[S:3][C:4]2[CH:10]=[C:9]([C:11]#[N:12])[CH:8]=[CH:7][C:5]=2[N:6]=1. The yield is 0.930. (3) The reactants are [Br:1][C:2]1[CH:3]=[CH:4][C:5]([F:11])=[C:6]([CH:8]([OH:10])[CH3:9])[CH:7]=1.[Cr](O[Cr]([O-])(=O)=O)([O-])(=O)=O.[NH+]1C=CC=CC=1.[NH+]1C=CC=CC=1. The catalyst is C(Cl)Cl. The product is [Br:1][C:2]1[CH:3]=[CH:4][C:5]([F:11])=[C:6]([C:8](=[O:10])[CH3:9])[CH:7]=1. The yield is 0.630. (4) The reactants are [CH2:1]=[CH:2][CH:3]=[N:4]/[C:5](/[C:10]#[N:11])=[C:6](/[NH2:9])\[C:7]#[N:8].C([O-])(=O)C.C([O-])(=O)C.C([O-])(=O)C.C([O-])(=O)C.[Pb+4].C=CC=N/C(/C#N)=C(/N)\C#N.C(#N)C. The catalyst is C(#N)C. The product is [CH:2]([C:3]1[NH:4][C:5]([C:10]#[N:11])=[C:6]([C:7]#[N:8])[N:9]=1)=[CH2:1]. The yield is 0.820. (5) The reactants are [CH3:1][O:2][C:3]1[CH:11]=[C:10]([C:12]2[CH:17]=[CH:16][CH:15]=[CH:14][CH:13]=2)[CH:9]=[CH:8][C:4]=1[C:5]([OH:7])=O.[F:18][C:19]([F:32])([F:31])[C:20]1[CH:21]=[C:22]([CH:24]=[C:25]([C:27]([F:30])([F:29])[F:28])[CH:26]=1)[NH2:23]. No catalyst specified. The product is [F:18][C:19]([F:31])([F:32])[C:20]1[CH:21]=[C:22]([NH:23][C:5](=[O:7])[C:4]2[CH:8]=[CH:9][C:10]([C:12]3[CH:17]=[CH:16][CH:15]=[CH:14][CH:13]=3)=[CH:11][C:3]=2[O:2][CH3:1])[CH:24]=[C:25]([C:27]([F:28])([F:30])[F:29])[CH:26]=1. The yield is 0.975. (6) The reactants are CC(C)(S([NH:6][CH2:7][C:8]1[N:16]2[C:11]([CH2:12][CH2:13][CH2:14][CH2:15]2)=[CH:10][C:9]=1[C:17]([O:19][CH3:20])=[O:18])=O)C.Cl.C(OCC)C.C([O-])(O)=O.[Na+]. The catalyst is ClCCl. The product is [NH2:6][CH2:7][C:8]1[N:16]2[C:11]([CH2:12][CH2:13][CH2:14][CH2:15]2)=[CH:10][C:9]=1[C:17]([O:19][CH3:20])=[O:18]. The yield is 0.940. (7) The catalyst is CO. The yield is 0.980. The product is [ClH:1].[ClH:26].[Cl:1][C:2]1[CH:7]=[CH:6][CH:5]=[C:4]([N:8]2[CH2:9][CH2:10][N:11]([CH2:14][CH3:15])[CH2:12][CH2:13]2)[C:3]=1[CH2:16][S:17][C:18]1[N:23]=[C:22]([OH:24])[CH:21]=[C:20]([CH3:25])[N:19]=1. The reactants are [Cl:1][C:2]1[CH:7]=[CH:6][CH:5]=[C:4]([N:8]2[CH2:13][CH2:12][N:11]([CH2:14][CH3:15])[CH2:10][CH2:9]2)[C:3]=1[CH2:16][S:17][C:18]1[N:23]=[C:22]([OH:24])[CH:21]=[C:20]([CH3:25])[N:19]=1.[ClH:26].O1CCOCC1. (8) The reactants are [CH:1]1([N:6]2[CH2:11][CH2:10][N:9]([C:12]([C:14]3[CH:15]=[C:16]4[C:20](=[CH:21][CH:22]=3)[NH:19][C:18]([C:23]([N:25]3[CH2:30][CH2:29][C:28]([F:32])([F:31])[CH2:27][CH2:26]3)=[O:24])=[CH:17]4)=[O:13])[CH2:8][CH2:7]2)[CH2:5][CH2:4][CH2:3][CH2:2]1.[CH3:33][O:34][C:35]1[CH:40]=[CH:39][C:38](B(O)O)=[CH:37][CH:36]=1.N1C=CC=CC=1. The catalyst is ClCCl.C([O-])(=O)C.[Cu+2].C([O-])(=O)C. The product is [CH:1]1([N:6]2[CH2:7][CH2:8][N:9]([C:12]([C:14]3[CH:15]=[C:16]4[C:20](=[CH:21][CH:22]=3)[N:19]([C:38]3[CH:39]=[CH:40][C:35]([O:34][CH3:33])=[CH:36][CH:37]=3)[C:18]([C:23]([N:25]3[CH2:26][CH2:27][C:28]([F:31])([F:32])[CH2:29][CH2:30]3)=[O:24])=[CH:17]4)=[O:13])[CH2:10][CH2:11]2)[CH2:5][CH2:4][CH2:3][CH2:2]1. The yield is 0.730. (9) The reactants are C1C=CC(P(C2C=CC=CC=2)C2C=CC=CC=2)=CC=1.BrBr.C(N(CC)CC)C.[F:29][C:30]1[CH:58]=[C:57]([S:59]([CH3:62])(=[O:61])=[O:60])[C:56]([F:63])=[CH:55][C:31]=1[O:32][C@H:33]1[CH2:37][CH2:36][N:35]([CH:38]2[CH2:43][CH2:42][N:41]([C:44](=[O:53])[CH2:45][NH:46][C:47](=O)[C:48]([F:51])([F:50])[F:49])[CH2:40][CH2:39]2)[C:34]1=[O:54]. The catalyst is O. The product is [F:29][C:30]1[CH:58]=[C:57]([S:59]([CH3:62])(=[O:60])=[O:61])[C:56]([F:63])=[CH:55][C:31]=1[O:32][C@H:33]1[CH2:37][CH2:36][N:35]([CH:38]2[CH2:39][CH2:40][N:41]([C:44]3[O:53][C:47]([C:48]([F:51])([F:50])[F:49])=[N:46][CH:45]=3)[CH2:42][CH2:43]2)[C:34]1=[O:54]. The yield is 0.188. (10) The reactants are [OH:1][CH:2]([C:4]1[CH:42]=[CH:41][C:7]([CH2:8][N:9]2[C:14](=[O:15])[C:13]([CH2:16][C:17]3[CH:22]=[CH:21][C:20]([C:23]4[CH:28]=[CH:27][CH:26]=[CH:25][C:24]=4[C:29]4[NH:33][C:32](=[O:34])[O:31][N:30]=4)=[CH:19][CH:18]=3)=[C:12]([CH2:35][CH2:36][CH3:37])[N:11]3[N:38]=[CH:39][N:40]=[C:10]23)=[CH:6][CH:5]=1)[CH3:3]. The catalyst is [O-2].[O-2].[Mn+4].C(Cl)Cl. The product is [C:2]([C:4]1[CH:5]=[CH:6][C:7]([CH2:8][N:9]2[C:14](=[O:15])[C:13]([CH2:16][C:17]3[CH:18]=[CH:19][C:20]([C:23]4[CH:28]=[CH:27][CH:26]=[CH:25][C:24]=4[C:29]4[NH:33][C:32](=[O:34])[O:31][N:30]=4)=[CH:21][CH:22]=3)=[C:12]([CH2:35][CH2:36][CH3:37])[N:11]3[N:38]=[CH:39][N:40]=[C:10]23)=[CH:41][CH:42]=1)(=[O:1])[CH3:3]. The yield is 0.850.